From a dataset of NCI-60 drug combinations with 297,098 pairs across 59 cell lines. Regression. Given two drug SMILES strings and cell line genomic features, predict the synergy score measuring deviation from expected non-interaction effect. (1) Drug 2: COC1=NC(=NC2=C1N=CN2C3C(C(C(O3)CO)O)O)N. Cell line: A498. Synergy scores: CSS=-0.532, Synergy_ZIP=2.76, Synergy_Bliss=5.42, Synergy_Loewe=-1.26, Synergy_HSA=-0.567. Drug 1: C1CC(C1)(C(=O)O)C(=O)O.[NH2-].[NH2-].[Pt+2]. (2) Drug 1: C1=NC2=C(N=C(N=C2N1C3C(C(C(O3)CO)O)O)F)N. Drug 2: C#CCC(CC1=CN=C2C(=N1)C(=NC(=N2)N)N)C3=CC=C(C=C3)C(=O)NC(CCC(=O)O)C(=O)O. Cell line: SW-620. Synergy scores: CSS=47.1, Synergy_ZIP=-1.70, Synergy_Bliss=-4.51, Synergy_Loewe=-14.4, Synergy_HSA=-3.77. (3) Drug 1: C1=CN(C=N1)CC(O)(P(=O)(O)O)P(=O)(O)O. Drug 2: CC(C)NC(=O)C1=CC=C(C=C1)CNNC.Cl. Cell line: NCIH23. Synergy scores: CSS=10.8, Synergy_ZIP=-0.843, Synergy_Bliss=1.57, Synergy_Loewe=-40.0, Synergy_HSA=2.51. (4) Drug 1: CC1=C(C=C(C=C1)C(=O)NC2=CC(=CC(=C2)C(F)(F)F)N3C=C(N=C3)C)NC4=NC=CC(=N4)C5=CN=CC=C5. Drug 2: CC12CCC3C(C1CCC2OP(=O)(O)O)CCC4=C3C=CC(=C4)OC(=O)N(CCCl)CCCl.[Na+]. Cell line: HCC-2998. Synergy scores: CSS=9.17, Synergy_ZIP=-4.49, Synergy_Bliss=-17.1, Synergy_Loewe=-5.20, Synergy_HSA=-13.4. (5) Drug 1: CN(CC1=CN=C2C(=N1)C(=NC(=N2)N)N)C3=CC=C(C=C3)C(=O)NC(CCC(=O)O)C(=O)O. Drug 2: B(C(CC(C)C)NC(=O)C(CC1=CC=CC=C1)NC(=O)C2=NC=CN=C2)(O)O. Cell line: NCI-H226. Synergy scores: CSS=15.2, Synergy_ZIP=-10.2, Synergy_Bliss=-13.3, Synergy_Loewe=-24.3, Synergy_HSA=-13.8. (6) Drug 1: CN1CCC(CC1)COC2=C(C=C3C(=C2)N=CN=C3NC4=C(C=C(C=C4)Br)F)OC. Drug 2: C#CCC(CC1=CN=C2C(=N1)C(=NC(=N2)N)N)C3=CC=C(C=C3)C(=O)NC(CCC(=O)O)C(=O)O. Cell line: DU-145. Synergy scores: CSS=4.54, Synergy_ZIP=-2.69, Synergy_Bliss=-1.80, Synergy_Loewe=-1.83, Synergy_HSA=-1.79.